Dataset: NCI-60 drug combinations with 297,098 pairs across 59 cell lines. Task: Regression. Given two drug SMILES strings and cell line genomic features, predict the synergy score measuring deviation from expected non-interaction effect. (1) Drug 1: CN(CC1=CN=C2C(=N1)C(=NC(=N2)N)N)C3=CC=C(C=C3)C(=O)NC(CCC(=O)O)C(=O)O. Drug 2: CC1=C(C(CCC1)(C)C)C=CC(=CC=CC(=CC(=O)O)C)C. Cell line: NCI-H522. Synergy scores: CSS=32.2, Synergy_ZIP=-0.0342, Synergy_Bliss=-1.96, Synergy_Loewe=-23.5, Synergy_HSA=-6.28. (2) Drug 2: COCCOC1=C(C=C2C(=C1)C(=NC=N2)NC3=CC=CC(=C3)C#C)OCCOC.Cl. Synergy scores: CSS=17.5, Synergy_ZIP=4.21, Synergy_Bliss=12.3, Synergy_Loewe=7.56, Synergy_HSA=11.7. Cell line: SK-OV-3. Drug 1: CCCS(=O)(=O)NC1=C(C(=C(C=C1)F)C(=O)C2=CNC3=C2C=C(C=N3)C4=CC=C(C=C4)Cl)F. (3) Drug 1: CN(CC1=CN=C2C(=N1)C(=NC(=N2)N)N)C3=CC=C(C=C3)C(=O)NC(CCC(=O)O)C(=O)O. Drug 2: COC1=C2C(=CC3=C1OC=C3)C=CC(=O)O2. Cell line: NCI-H460. Synergy scores: CSS=32.8, Synergy_ZIP=0.830, Synergy_Bliss=4.41, Synergy_Loewe=-53.0, Synergy_HSA=4.07. (4) Drug 1: CC12CCC(CC1=CCC3C2CCC4(C3CC=C4C5=CN=CC=C5)C)O. Drug 2: CS(=O)(=O)C1=CC(=C(C=C1)C(=O)NC2=CC(=C(C=C2)Cl)C3=CC=CC=N3)Cl. Cell line: MDA-MB-231. Synergy scores: CSS=20.8, Synergy_ZIP=7.13, Synergy_Bliss=9.81, Synergy_Loewe=8.50, Synergy_HSA=9.77. (5) Cell line: OVCAR-4. Drug 2: CCCCCOC(=O)NC1=NC(=O)N(C=C1F)C2C(C(C(O2)C)O)O. Synergy scores: CSS=3.81, Synergy_ZIP=-2.66, Synergy_Bliss=-3.07, Synergy_Loewe=-2.14, Synergy_HSA=-1.39. Drug 1: C1=CC=C(C(=C1)C(C2=CC=C(C=C2)Cl)C(Cl)Cl)Cl. (6) Drug 1: CNC(=O)C1=CC=CC=C1SC2=CC3=C(C=C2)C(=NN3)C=CC4=CC=CC=N4. Drug 2: C1=NC2=C(N=C(N=C2N1C3C(C(C(O3)CO)O)F)Cl)N. Cell line: HOP-62. Synergy scores: CSS=35.6, Synergy_ZIP=2.18, Synergy_Bliss=2.71, Synergy_Loewe=-25.7, Synergy_HSA=0.620. (7) Drug 1: CS(=O)(=O)C1=CC(=C(C=C1)C(=O)NC2=CC(=C(C=C2)Cl)C3=CC=CC=N3)Cl. Drug 2: C1CC(=O)NC(=O)C1N2CC3=C(C2=O)C=CC=C3N. Cell line: SK-MEL-5. Synergy scores: CSS=2.21, Synergy_ZIP=2.01, Synergy_Bliss=3.80, Synergy_Loewe=-0.0194, Synergy_HSA=0.183. (8) Drug 1: CC(CN1CC(=O)NC(=O)C1)N2CC(=O)NC(=O)C2. Drug 2: C1=CC=C(C=C1)NC(=O)CCCCCCC(=O)NO. Cell line: HOP-92. Synergy scores: CSS=22.3, Synergy_ZIP=-7.77, Synergy_Bliss=-5.90, Synergy_Loewe=-6.14, Synergy_HSA=-2.59. (9) Drug 1: B(C(CC(C)C)NC(=O)C(CC1=CC=CC=C1)NC(=O)C2=NC=CN=C2)(O)O. Drug 2: CC1(CCCN1)C2=NC3=C(C=CC=C3N2)C(=O)N. Cell line: UACC62. Synergy scores: CSS=38.9, Synergy_ZIP=2.40, Synergy_Bliss=2.29, Synergy_Loewe=-46.5, Synergy_HSA=0.131. (10) Drug 1: CC1=C(C(=CC=C1)Cl)NC(=O)C2=CN=C(S2)NC3=CC(=NC(=N3)C)N4CCN(CC4)CCO. Drug 2: C1CN(P(=O)(OC1)NCCCl)CCCl. Cell line: NCI-H322M. Synergy scores: CSS=5.57, Synergy_ZIP=-0.418, Synergy_Bliss=1.28, Synergy_Loewe=4.75, Synergy_HSA=1.00.